The task is: Predict the product of the given reaction.. This data is from Forward reaction prediction with 1.9M reactions from USPTO patents (1976-2016). (1) Given the reactants [OH:1][CH2:2][CH2:3][C:4]1[C:13]2[C:8](=[CH:9][C:10]([OH:14])=[CH:11][CH:12]=2)[O:7][C:6](=[O:15])[CH:5]=1.C([O-])([O-])=O.[K+].[K+].[CH2:22](Br)[C:23]1[CH:28]=[CH:27][CH:26]=[CH:25][CH:24]=1, predict the reaction product. The product is: [OH:1][CH2:2][CH2:3][C:4]1[C:13]2[C:8](=[CH:9][C:10]([O:14][CH2:22][C:23]3[CH:28]=[CH:27][CH:26]=[CH:25][CH:24]=3)=[CH:11][CH:12]=2)[O:7][C:6](=[O:15])[CH:5]=1. (2) The product is: [CH:3]1([C:8]2[CH:17]=[CH:16][C:11]([C:12]([O:14][CH3:15])=[O:13])=[CH:10][CH:9]=2)[CH2:6][CH2:5][CH2:4]1. Given the reactants Br[Mg][CH:3]1[CH2:6][CH2:5][CH2:4]1.Br[C:8]1[CH:17]=[CH:16][C:11]([C:12]([O:14][CH3:15])=[O:13])=[CH:10][CH:9]=1, predict the reaction product. (3) Given the reactants Cl[C:2]1[C:7]([C:8]#[N:9])=[CH:6][CH:5]=[CH:4][N:3]=1.[C:10]1(B(O)O)[CH:15]=[CH:14][CH:13]=[CH:12][CH:11]=1.C(=O)([O-])[O-].[K+].[K+], predict the reaction product. The product is: [C:10]1([C:2]2[C:7]([C:8]#[N:9])=[CH:6][CH:5]=[CH:4][N:3]=2)[CH:15]=[CH:14][CH:13]=[CH:12][CH:11]=1. (4) The product is: [NH:27]1[C:25]([CH2:24][NH:23][CH2:22][C:17]2[CH:16]=[CH:15][C:14]3[C:19](=[CH:20][CH:21]=[C:12]([O:11][C@H:8]4[CH2:9][CH2:10][C@H:5]([C:1]([CH3:4])([CH3:2])[CH3:3])[CH2:6][CH2:7]4)[CH:13]=3)[CH:18]=2)=[N:26][N:29]=[N:28]1. Given the reactants [C:1]([C@H:5]1[CH2:10][CH2:9][C@H:8]([O:11][C:12]2[CH:13]=[C:14]3[C:19](=[CH:20][CH:21]=2)[CH:18]=[C:17]([CH2:22][NH:23][CH2:24][C:25]#[N:26])[CH:16]=[CH:15]3)[CH2:7][CH2:6]1)([CH3:4])([CH3:3])[CH3:2].[N-:27]=[N+:28]=[N-:29].[Na+].C([O-])(O)=O.[Na+], predict the reaction product. (5) Given the reactants [CH:1]1([N:7]([CH:18]2[CH2:23][CH2:22][CH2:21][CH2:20][CH2:19]2)[C:8]([NH:10][C:11]2[S:12][C:13]([CH:16]=O)=[CH:14][N:15]=2)=[O:9])[CH2:6][CH2:5][CH2:4][CH2:3][CH2:2]1.Cl.[O:25]=[S:26]1(=[O:32])[CH2:31][CH2:30][NH:29][CH2:28][CH2:27]1.C(O[BH-](OC(=O)C)OC(=O)C)(=O)C.[Na+], predict the reaction product. The product is: [CH:1]1([N:7]([CH:18]2[CH2:23][CH2:22][CH2:21][CH2:20][CH2:19]2)[C:8]([NH:10][C:11]2[S:12][C:13]([CH2:16][N:29]3[CH2:30][CH2:31][S:26](=[O:32])(=[O:25])[CH2:27][CH2:28]3)=[CH:14][N:15]=2)=[O:9])[CH2:6][CH2:5][CH2:4][CH2:3][CH2:2]1. (6) Given the reactants C(OC(=O)[NH:7][C:8]1[S:9][CH:10]=[C:11]([C:13](=[O:16])[CH2:14][CH3:15])[N:12]=1)(C)(C)C.FC(F)(F)C(O)=O, predict the reaction product. The product is: [NH2:7][C:8]1[S:9][CH:10]=[C:11]([C:13](=[O:16])[CH2:14][CH3:15])[N:12]=1. (7) Given the reactants [CH3:1][N:2]1[CH2:6][CH2:5][CH:4]([C:7]([OH:9])=O)[CH2:3]1.S(Cl)(Cl)=O.[NH2:14][C:15]1[CH:20]=[C:19]([O:21][C:22]2[CH:23]=[CH:24][C:25]([NH:28][C:29]([NH:31][C:32](=[O:37])[C:33]([CH3:36])([CH3:35])[CH3:34])=[O:30])=[N:26][CH:27]=2)[CH:18]=[CH:17][N:16]=1.CCN(C(C)C)C(C)C.C([O-])([O-])=O.[K+].[K+], predict the reaction product. The product is: [CH3:1][N:2]1[CH2:6][CH2:5][CH:4]([C:7]([NH:14][C:15]2[CH:20]=[C:19]([O:21][C:22]3[CH:27]=[N:26][C:25]([NH:28][C:29]([NH:31][C:32](=[O:37])[C:33]([CH3:35])([CH3:34])[CH3:36])=[O:30])=[CH:24][CH:23]=3)[CH:18]=[CH:17][N:16]=2)=[O:9])[CH2:3]1. (8) Given the reactants [N+:1]([C:4]1[CH:9]=[CH:8][C:7]([C:10]2[O:11][C:12]([C:21]([F:24])([F:23])[F:22])=[C:13]([C:15]3[CH:20]=[CH:19][N:18]=[CH:17][CH:16]=3)[N:14]=2)=[CH:6][CH:5]=1)([O-])=O.[H][H], predict the reaction product. The product is: [N:18]1[CH:19]=[CH:20][C:15]([C:13]2[N:14]=[C:10]([C:7]3[CH:8]=[CH:9][C:4]([NH2:1])=[CH:5][CH:6]=3)[O:11][C:12]=2[C:21]([F:24])([F:22])[F:23])=[CH:16][CH:17]=1.